Dataset: Forward reaction prediction with 1.9M reactions from USPTO patents (1976-2016). Task: Predict the product of the given reaction. (1) The product is: [CH2:18]([N:3]1[CH2:8][CH2:7][C:6](=[O:9])[CH2:5][CH2:4]1)[C:17]#[CH:16]. Given the reactants O.Cl.[NH:3]1[CH2:8][CH2:7][C:6](=[O:9])[CH2:5][CH2:4]1.C([O-])([O-])=O.[K+].[K+].[CH2:16](Br)[C:17]#[CH:18], predict the reaction product. (2) The product is: [Cl:31][C:28]1[CH:29]=[CH:30][C:25]([CH:9]2[C:8]3[NH:4][C:5]([C:38]4[CH:37]=[N:36][C:35]([O:34][CH3:33])=[CH:40][CH:39]=4)=[N:6][C:7]=3[C:11](=[O:12])[N:10]2[C:13]2[CH:14]=[C:15]([O:23][CH3:24])[C:16]3[N:17]([C:19]([CH3:22])=[N:20][N:21]=3)[CH:18]=2)=[CH:26][CH:27]=1. Given the reactants C([N:4]1[C:8]2[CH:9]([C:25]3[CH:30]=[CH:29][C:28]([Cl:31])=[CH:27][CH:26]=3)[N:10]([C:13]3[CH:14]=[C:15]([O:23][CH3:24])[C:16]4[N:17]([C:19]([CH3:22])=[N:20][N:21]=4)[CH:18]=3)[C:11](=[O:12])[C:7]=2[N:6]=[C:5]1Br)C=C.[CH3:33][O:34][C:35]1[CH:40]=[CH:39][C:38](B(O)O)=[CH:37][N:36]=1, predict the reaction product. (3) Given the reactants [CH2:1]([NH:8][C:9]([C:11]1[S:15][C:14](Br)=[N:13][C:12]=1[CH3:17])=[O:10])[C:2]1[CH:7]=[CH:6][CH:5]=[CH:4][CH:3]=1.[NH2:18][C:19]1[CH:24]=[CH:23][NH:22][C:21](=[O:25])[CH:20]=1.C(=O)([O-])[O-].[K+].[K+].OC1C=CC=C2C=1N=CC=C2, predict the reaction product. The product is: [NH2:18][C:19]1[CH:24]=[CH:23][N:22]([C:14]2[S:15][C:11]([C:9]([NH:8][CH2:1][C:2]3[CH:7]=[CH:6][CH:5]=[CH:4][CH:3]=3)=[O:10])=[C:12]([CH3:17])[N:13]=2)[C:21](=[O:25])[CH:20]=1. (4) Given the reactants [F:1][C:2]([F:27])([F:26])[C:3]1[CH:25]=[CH:24][C:6]([CH2:7][O:8][N:9]=[C:10]([C:12]2[CH:13]=[CH:14][C:15]([O:18][CH2:19][C:20]([O:22]C)=[O:21])=[N:16][CH:17]=2)[CH3:11])=[CH:5][CH:4]=1.CO.O.[OH-].[Li+], predict the reaction product. The product is: [F:26][C:2]([F:1])([F:27])[C:3]1[CH:4]=[CH:5][C:6]([CH2:7][O:8][N:9]=[C:10]([C:12]2[CH:13]=[CH:14][C:15]([O:18][CH2:19][C:20]([OH:22])=[O:21])=[N:16][CH:17]=2)[CH3:11])=[CH:24][CH:25]=1. (5) Given the reactants [CH3:1][C:2]([S@:5]([NH2:7])=[O:6])([CH3:4])[CH3:3].C([O-])([O-])=O.[Cs+].[Cs+].[Br:14][C:15]1[CH:16]=[C:17]([CH:20]=[CH:21][CH:22]=1)[CH:18]=O, predict the reaction product. The product is: [Br:14][C:15]1[CH:16]=[C:17](/[CH:18]=[N:7]/[S@@:5]([C:2]([CH3:4])([CH3:3])[CH3:1])=[O:6])[CH:20]=[CH:21][CH:22]=1. (6) Given the reactants [O:1]=[C:2]([NH:21][C:22]1[CH:23]=[C:24]2[C:34](=[O:35])[NH:33][N:32]=[CH:31][C:26]3=[CH:27][NH:28][C:29]([CH:30]=1)=[C:25]23)[C@H:3]([NH:13]C(=O)OC(C)(C)C)[CH2:4][O:5][CH2:6][C:7]1[CH:12]=[CH:11][CH:10]=[CH:9][CH:8]=1.[ClH:36], predict the reaction product. The product is: [ClH:36].[NH2:13][C@H:3]([CH2:4][O:5][CH2:6][C:7]1[CH:12]=[CH:11][CH:10]=[CH:9][CH:8]=1)[C:2]([NH:21][C:22]1[CH:23]=[C:24]2[C:34](=[O:35])[NH:33][N:32]=[CH:31][C:26]3=[CH:27][NH:28][C:29]([CH:30]=1)=[C:25]23)=[O:1]. (7) Given the reactants [CH3:1][N:2]1[CH2:7][C:6](=[O:8])[C:5]2[NH:9][CH:10]=[CH:11][C:4]=2[S:3]1(=[O:13])=[O:12].Cl[CH2:15][CH2:16][CH2:17][N:18]1[CH2:23][CH2:22][N:21]([C:24]2[CH:29]=[CH:28][C:27]([F:30])=[CH:26][CH:25]=2)[CH2:20][CH2:19]1.C(=O)([O-])[O-].[K+].[K+], predict the reaction product. The product is: [F:30][C:27]1[CH:26]=[CH:25][C:24]([N:21]2[CH2:20][CH2:19][N:18]([CH2:17][CH2:16][CH2:15][N:9]3[C:5]4[C:6](=[O:8])[CH2:7][N:2]([CH3:1])[S:3](=[O:13])(=[O:12])[C:4]=4[CH:11]=[CH:10]3)[CH2:23][CH2:22]2)=[CH:29][CH:28]=1.